This data is from Forward reaction prediction with 1.9M reactions from USPTO patents (1976-2016). The task is: Predict the product of the given reaction. Given the reactants [F:1][C:2]1[CH:7]=[CH:6][C:5]([OH:8])=[CH:4][CH:3]=1.[CH3:9][O:10][C:11](=[O:21])[C:12]1[CH:17]=[C:16]([CH2:18]O)[CH:15]=[C:14]([Cl:20])[CH:13]=1.C1(P(C2C=CC=CC=2)C2C=CC=CC=2)C=CC=CC=1.CCOC(/N=N/C(OCC)=O)=O, predict the reaction product. The product is: [CH3:9][O:10][C:11](=[O:21])[C:12]1[CH:17]=[C:16]([CH2:18][O:8][C:5]2[CH:6]=[CH:7][C:2]([F:1])=[CH:3][CH:4]=2)[CH:15]=[C:14]([Cl:20])[CH:13]=1.